This data is from Forward reaction prediction with 1.9M reactions from USPTO patents (1976-2016). The task is: Predict the product of the given reaction. (1) Given the reactants [C:1]([O:5][C:6]([N:8]1[CH2:11][CH:10]([C:12]([OH:14])=O)[CH2:9]1)=[O:7])([CH3:4])([CH3:3])[CH3:2].Cl.[CH3:16][NH:17][O:18][CH3:19].CCN(CC)CC.CN(C(ON1N=NC2C=CC=NC1=2)=[N+](C)C)C.F[P-](F)(F)(F)(F)F, predict the reaction product. The product is: [CH3:19][O:18][N:17]([CH3:16])[C:12]([CH:10]1[CH2:9][N:8]([C:6]([O:5][C:1]([CH3:2])([CH3:3])[CH3:4])=[O:7])[CH2:11]1)=[O:14]. (2) Given the reactants F[C:2]1[CH:7]=[CH:6][CH:5]=[CH:4][C:3]=1[N+:8]([O-:10])=[O:9].[C:11]([O:15][C:16]([N:18]1[CH2:23][CH2:22][CH2:21][C@@H:20]([NH2:24])[CH2:19]1)=[O:17])([CH3:14])([CH3:13])[CH3:12].C(=O)([O-])[O-].[K+].[K+], predict the reaction product. The product is: [C:11]([O:15][C:16]([N:18]1[CH2:23][CH2:22][CH2:21][C@@H:20]([NH:24][C:2]2[CH:7]=[CH:6][CH:5]=[CH:4][C:3]=2[N+:8]([O-:10])=[O:9])[CH2:19]1)=[O:17])([CH3:14])([CH3:12])[CH3:13]. (3) Given the reactants Br[C:2]1[CH:7]=[CH:6][CH:5]=[CH:4][C:3]=1[CH:8]1[CH2:13][CH2:12][CH2:11][CH2:10][CH2:9]1.[C:14](=[O:21])([O:16][C:17]([CH3:20])([CH3:19])[CH3:18])[NH2:15], predict the reaction product. The product is: [C:17]([O:16][C:14](=[O:21])[NH:15][C:2]1[CH:7]=[CH:6][CH:5]=[CH:4][C:3]=1[CH:8]1[CH2:13][CH2:12][CH2:11][CH2:10][CH2:9]1)([CH3:20])([CH3:19])[CH3:18]. (4) Given the reactants [O:1]=[S:2]1(=[O:38])[C:6]2[CH:7]=[CH:8][C:9]([C:11]3[CH:12]=[C:13]([C:18]4[C:19]([C:31]5[CH:36]=[CH:35][CH:34]=[C:33]([CH3:37])[N:32]=5)=[N:20][N:21](COCC[Si](C)(C)C)[CH:22]=4)[CH:14]=[CH:15][C:16]=3[F:17])=[CH:10][C:5]=2[CH:4]=[CH:3]1, predict the reaction product. The product is: [O:38]=[S:2]1(=[O:1])[C:6]2[CH:7]=[CH:8][C:9]([C:11]3[CH:12]=[C:13]([C:18]4[C:19]([C:31]5[CH:36]=[CH:35][CH:34]=[C:33]([CH3:37])[N:32]=5)=[N:20][NH:21][CH:22]=4)[CH:14]=[CH:15][C:16]=3[F:17])=[CH:10][C:5]=2[CH2:4][CH2:3]1. (5) Given the reactants [N:1]([CH2:4][CH2:5][CH2:6][O:7][C:8]1[CH:39]=[C:38]([F:40])[C:11]([CH2:12][S:13][C:14]2[N:15]([C:31]3[CH:36]=[CH:35][C:34]([F:37])=[CH:33][CH:32]=3)[C:16]([C:19]([C:22]3[CH:27]=[CH:26][C:25]([F:28])=[C:24]([O:29][CH3:30])[CH:23]=3)([CH3:21])[CH3:20])=[CH:17][N:18]=2)=[C:10]([Cl:41])[CH:9]=1)=[N+]=[N-], predict the reaction product. The product is: [ClH:41].[Cl:41][C:10]1[CH:9]=[C:8]([CH:39]=[C:38]([F:40])[C:11]=1[CH2:12][S:13][C:14]1[N:15]([C:31]2[CH:32]=[CH:33][C:34]([F:37])=[CH:35][CH:36]=2)[C:16]([C:19]([C:22]2[CH:27]=[CH:26][C:25]([F:28])=[C:24]([O:29][CH3:30])[CH:23]=2)([CH3:21])[CH3:20])=[CH:17][N:18]=1)[O:7][CH2:6][CH2:5][CH2:4][NH2:1]. (6) The product is: [CH2:24]([C:21]1[CH:22]=[N:23][C:18]([N:15]2[CH2:16][CH2:17][CH:12]([N:7]3[C:8]4[C:4](=[CH:3][C:2]([C:34]5[CH:39]=[CH:38][C:37]([S:40]([CH3:43])(=[O:42])=[O:41])=[CH:36][CH:35]=5)=[C:10]([F:11])[CH:9]=4)[CH:5]=[CH:6]3)[CH2:13][CH2:14]2)=[N:19][CH:20]=1)[CH3:25]. Given the reactants Br[C:2]1[CH:3]=[C:4]2[C:8](=[CH:9][C:10]=1[F:11])[N:7]([CH:12]1[CH2:17][CH2:16][N:15]([C:18]3[N:23]=[CH:22][C:21]([CH2:24][CH3:25])=[CH:20][N:19]=3)[CH2:14][CH2:13]1)[CH:6]=[CH:5]2.CC1(C)C(C)(C)OB([C:34]2[CH:39]=[CH:38][C:37]([S:40]([CH3:43])(=[O:42])=[O:41])=[CH:36][CH:35]=2)O1, predict the reaction product. (7) Given the reactants CCCCOP([O:13][CH2:14]CCC)(OCCCC)=O.[OH-:18].[Na+].[CH3:20][C:21]([C:30]1[CH:31]=[CH:32][C:33]([OH:36])=[CH:34][CH:35]=1)([C:23]1[CH:24]=[CH:25][C:26]([OH:29])=[CH:27][CH:28]=1)[CH3:22], predict the reaction product. The product is: [CH3:22][C:21]([C:23]1[CH:28]=[CH:27][C:26]([OH:29])=[CH:25][CH:24]=1)([C:30]1[CH:35]=[CH:34][C:33]([OH:36])=[CH:32][CH:31]=1)[CH3:20].[C:14]([OH:13])([OH:29])=[O:18].